From a dataset of CYP2C19 inhibition data for predicting drug metabolism from PubChem BioAssay. Regression/Classification. Given a drug SMILES string, predict its absorption, distribution, metabolism, or excretion properties. Task type varies by dataset: regression for continuous measurements (e.g., permeability, clearance, half-life) or binary classification for categorical outcomes (e.g., BBB penetration, CYP inhibition). Dataset: cyp2c19_veith. (1) The molecule is COC(=O)C1=C(N)N(c2ccccc2C(F)(F)F)C2=C(C(=O)CCC2)C1c1ccc2c(c1)OCO2. The result is 1 (inhibitor). (2) The compound is CC(NC(=O)c1cc2ccccc2o1)C(=O)O. The result is 0 (non-inhibitor). (3) The compound is CSc1cccc(NC(=O)CN(c2ccccc2)S(=O)(=O)N(C)C)c1. The result is 1 (inhibitor). (4) The molecule is O=c1c(Cl)c(N2CCN(S(=O)(=O)c3ccc(F)cc3)CC2)cnn1-c1cccc(Cl)c1. The result is 1 (inhibitor).